This data is from Forward reaction prediction with 1.9M reactions from USPTO patents (1976-2016). The task is: Predict the product of the given reaction. (1) Given the reactants [N:1]1[CH:6]=[CH:5][CH:4]=[C:3]([C:7](=NN)[CH3:8])[CH:2]=1.[OH-].[K+].[CH2:13]([N:20]1[C:24](=[O:25])[CH:23]=[CH:22][C:21]1=[O:26])[C:14]1[CH:19]=[CH:18][CH:17]=[CH:16][CH:15]=1, predict the reaction product. The product is: [CH2:13]([N:20]1[C:24](=[O:25])[CH:23]2[CH:22]([C:7]2([CH3:8])[C:3]2[CH:2]=[N:1][CH:6]=[CH:5][CH:4]=2)[C:21]1=[O:26])[C:14]1[CH:15]=[CH:16][CH:17]=[CH:18][CH:19]=1. (2) Given the reactants [F:1][C:2]1[CH:7]=[CH:6][C:5]([S:8]([NH:11][CH2:12][C:13]2[CH:14]=[CH:15][C:16]([C:19]([O-:21])=[O:20])=[N:17][CH:18]=2)(=[O:10])=[O:9])=[CH:4][CH:3]=1.[OH-].[K+].Cl, predict the reaction product. The product is: [F:1][C:2]1[CH:3]=[CH:4][C:5]([S:8]([NH:11][CH2:12][C:13]2[CH:14]=[CH:15][C:16]([C:19]([OH:21])=[O:20])=[N:17][CH:18]=2)(=[O:9])=[O:10])=[CH:6][CH:7]=1. (3) Given the reactants [CH3:1][N:2]1[C:6]([S:7](Cl)(=[O:9])=[O:8])=[C:5]([C:11]2[N:12]=[N:13][N:14]([CH3:16])[N:15]=2)[CH:4]=[N:3]1.[NH3:17], predict the reaction product. The product is: [CH3:1][N:2]1[C:6]([S:7]([NH2:17])(=[O:9])=[O:8])=[C:5]([C:11]2[N:12]=[N:13][N:14]([CH3:16])[N:15]=2)[CH:4]=[N:3]1. (4) Given the reactants [Cl:1][C:2]1[CH:3]=[C:4]([C:13]2[O:14][C:15]3[CH:21]=[C:20]([OH:22])[CH:19]=[CH:18][C:16]=3[N:17]=2)[CH:5]=[CH:6][C:7]=1[O:8][CH2:9][CH:10]1[CH2:12][CH2:11]1.O[CH2:24][C@@H:25]([NH:27][C:28](=[O:34])[O:29][C:30]([CH3:33])([CH3:32])[CH3:31])[CH3:26].C1(P(C2C=CC=CC=2)C2C=CC=CC=2)C=CC=CC=1.C1(C)C=CC=CC=1.N(C(OC(C)C)=O)=NC(OC(C)C)=O, predict the reaction product. The product is: [Cl:1][C:2]1[CH:3]=[C:4]([C:13]2[O:14][C:15]3[CH:21]=[C:20]([O:22][CH2:26][C@@H:25]([NH:27][C:28](=[O:34])[O:29][C:30]([CH3:31])([CH3:33])[CH3:32])[CH3:24])[CH:19]=[CH:18][C:16]=3[N:17]=2)[CH:5]=[CH:6][C:7]=1[O:8][CH2:9][CH:10]1[CH2:11][CH2:12]1. (5) Given the reactants [CH3:1][C:2]1[CH:7]=[CH:6][C:5]([CH3:8])=[CH:4][C:3]=1[N:9]1[CH2:14][CH2:13][NH:12][CH2:11][CH2:10]1.[C:15]1([C:23]2[CH:28]=[CH:27][CH:26]=[CH:25][CH:24]=2)[CH:20]=[CH:19][CH:18]=[C:17]([CH:21]=O)[CH:16]=1.[BH-](OC(C)=O)(OC(C)=O)OC(C)=O.[Na+].C1(C2C=CC=CC=2)C=CC=CC=1CN1CCN(C2C=CC=CC=2)CC1, predict the reaction product. The product is: [C:15]1([C:23]2[CH:24]=[CH:25][CH:26]=[CH:27][CH:28]=2)[CH:20]=[CH:19][CH:18]=[C:17]([CH2:21][N:12]2[CH2:11][CH2:10][N:9]([C:3]3[CH:4]=[C:5]([CH3:8])[CH:6]=[CH:7][C:2]=3[CH3:1])[CH2:14][CH2:13]2)[CH:16]=1. (6) Given the reactants [O:1]=[C:2]1[C:6]2[CH:7]=[CH:8][CH:9]=[CH:10][C:5]=2[S:4][N:3]1[CH2:11][C:12]([N:14]1[CH2:19][CH2:18][N:17](C(OC(C)(C)C)=O)[CH2:16][CH2:15]1)=[O:13].C(O)(C(F)(F)F)=O, predict the reaction product. The product is: [O:13]=[C:12]([N:14]1[CH2:19][CH2:18][NH:17][CH2:16][CH2:15]1)[CH2:11][N:3]1[C:2](=[O:1])[C:6]2[CH:7]=[CH:8][CH:9]=[CH:10][C:5]=2[S:4]1. (7) Given the reactants [OH:1][C:2]1[CH:9]=[CH:8][C:5]([CH:6]=[O:7])=[CH:4][CH:3]=1.FC(F)(F)S(O[CH2:16][C:17]([F:20])([F:19])[F:18])(=O)=O.C([O-])([O-])=O.[Cs+].[Cs+].O, predict the reaction product. The product is: [F:18][C:17]([F:20])([F:19])[CH2:16][O:1][C:2]1[CH:9]=[CH:8][C:5]([CH:6]=[O:7])=[CH:4][CH:3]=1.